Dataset: Full USPTO retrosynthesis dataset with 1.9M reactions from patents (1976-2016). Task: Predict the reactants needed to synthesize the given product. (1) Given the product [OH:6][CH:7]1[C:16]([CH3:17])([CH3:18])[C:15](=[O:19])[NH:14][C:13]2[N:12]=[CH:11][C:10](/[CH:20]=[CH:21]/[C:22]([N:36]([CH3:35])[CH2:37][C:38]3[O:39][C:40]4[CH:47]=[CH:46][CH:45]=[CH:44][C:41]=4[C:42]=3[CH3:43])=[O:24])=[CH:9][C:8]1=2, predict the reactants needed to synthesize it. The reactants are: C(Cl)CCl.Cl.[OH:6][CH:7]1[C:16]([CH3:18])([CH3:17])[C:15](=[O:19])[NH:14][C:13]2[N:12]=[CH:11][C:10](/[CH:20]=[CH:21]/[C:22]([OH:24])=O)=[CH:9][C:8]1=2.C1C=CC2N(O)N=NC=2C=1.[CH3:35][NH:36][CH2:37][C:38]1[O:39][C:40]2[CH:47]=[CH:46][CH:45]=[CH:44][C:41]=2[C:42]=1[CH3:43].C(N(C(C)C)C(C)C)C. (2) Given the product [NH2:25][C:26]1[C:27]([C:36]([N:47]([CH2:46][C:40]2[CH:41]=[CH:42][CH:43]=[CH:44][CH:45]=2)[C@H:48]([C:50]([O:52][CH3:53])=[O:51])[CH3:49])=[O:38])=[CH:28][C:29]2[C:34]([CH:35]=1)=[CH:33][CH:32]=[CH:31][CH:30]=2, predict the reactants needed to synthesize it. The reactants are: CN(C(ON1N=NC2C=CC=NC1=2)=[N+](C)C)C.F[P-](F)(F)(F)(F)F.[NH2:25][C:26]1[C:27]([C:36]([OH:38])=O)=[CH:28][C:29]2[C:34]([CH:35]=1)=[CH:33][CH:32]=[CH:31][CH:30]=2.Cl.[C:40]1([CH2:46][NH:47][C@H:48]([C:50]([O:52][CH3:53])=[O:51])[CH3:49])[CH:45]=[CH:44][CH:43]=[CH:42][CH:41]=1.C(N(C(C)C)CC)(C)C. (3) Given the product [F:1][C:2]1[CH:7]=[CH:6][C:5]([C:8](=[NH:12])[NH:9][OH:10])=[CH:4][CH:3]=1, predict the reactants needed to synthesize it. The reactants are: [F:1][C:2]1[CH:7]=[CH:6][C:5]([C:8]2[N:12]=C(C(=O)C)[O:10][N:9]=2)=[CH:4][CH:3]=1.FC1C=CC(C#N)=CC=1.Cl.NO. (4) Given the product [C:38]1([CH:36]2[CH2:35][CH:34]([C:44](=[O:45])[NH:62][C:59]3[CH:60]=[C:61]4[C:56](=[CH:57][CH:58]=3)[N:55]([C:63]([C:70]3[CH:71]=[CH:72][CH:73]=[CH:74][CH:75]=3)([C:76]3[CH:77]=[CH:78][CH:79]=[CH:80][CH:81]=3)[C:64]3[CH:69]=[CH:68][CH:67]=[CH:66][CH:65]=3)[N:54]=[C:53]4[C:50]3[CH:51]=[CH:52][N:47]=[CH:48][CH:49]=3)[CH2:33][N:32]([C:30]([O:29][C:25]([CH3:28])([CH3:27])[CH3:26])=[O:31])[CH2:37]2)[CH:39]=[CH:40][CH:41]=[CH:42][CH:43]=1, predict the reactants needed to synthesize it. The reactants are: F[P-](F)(F)(F)(F)F.N1(OC(N(C)C)=[N+](C)C)C2N=CC=CC=2N=N1.[C:25]([O:29][C:30]([N:32]1[CH2:37][CH:36]([C:38]2[CH:43]=[CH:42][CH:41]=[CH:40][CH:39]=2)[CH2:35][CH:34]([C:44](O)=[O:45])[CH2:33]1)=[O:31])([CH3:28])([CH3:27])[CH3:26].[N:47]1[CH:52]=[CH:51][C:50]([C:53]2[C:61]3[C:56](=[CH:57][CH:58]=[C:59]([NH2:62])[CH:60]=3)[N:55]([C:63]([C:76]3[CH:81]=[CH:80][CH:79]=[CH:78][CH:77]=3)([C:70]3[CH:75]=[CH:74][CH:73]=[CH:72][CH:71]=3)[C:64]3[CH:69]=[CH:68][CH:67]=[CH:66][CH:65]=3)[N:54]=2)=[CH:49][CH:48]=1.C(N(C(C)C)CC)(C)C. (5) The reactants are: [C:1](Cl)(=[O:4])[CH:2]=[CH2:3].[CH3:6][O:7][C:8]1[CH:13]=[C:12]([C:14]2[CH2:15][CH2:16][N:17]([CH3:20])[CH2:18][CH:19]=2)[C:11]([NH2:21])=[CH:10][C:9]=1[NH:22][C:23]1[N:28]=[C:27]([C:29]2[CH:30]=[N:31][N:32]3[CH2:37][CH2:36][CH2:35][CH2:34][C:33]=23)[CH:26]=[CH:25][N:24]=1. Given the product [CH3:6][O:7][C:8]1[C:9]([NH:22][C:23]2[N:28]=[C:27]([C:29]3[CH:30]=[N:31][N:32]4[CH2:37][CH2:36][CH2:35][CH2:34][C:33]=34)[CH:26]=[CH:25][N:24]=2)=[CH:10][C:11]([NH:21][C:1](=[O:4])[CH:2]=[CH2:3])=[C:12]([C:14]2[CH2:15][CH2:16][N:17]([CH3:20])[CH2:18][CH:19]=2)[CH:13]=1, predict the reactants needed to synthesize it. (6) Given the product [Cl:20][C:18]1[CH:19]=[C:14]([N:11]2[C:12](=[O:13])[C:4]3[CH:3]=[C:2]([C:35]4[C:36]([O:38][CH3:39])=[N:48][C:32]([O:31][CH3:30])=[N:33][CH:34]=4)[N:6]([CH:7]([CH3:9])[CH3:8])[C:5]=3[CH:10]2[C:23]2[CH:28]=[CH:27][C:26]([Cl:29])=[CH:25][CH:24]=2)[C:15](=[O:22])[N:16]([CH3:21])[CH:17]=1, predict the reactants needed to synthesize it. The reactants are: Br[C:2]1[N:6]([CH:7]([CH3:9])[CH3:8])[C:5]2[CH:10]([C:23]3[CH:28]=[CH:27][C:26]([Cl:29])=[CH:25][CH:24]=3)[N:11]([C:14]3[C:15](=[O:22])[N:16]([CH3:21])[CH:17]=[C:18]([Cl:20])[CH:19]=3)[C:12](=[O:13])[C:4]=2[CH:3]=1.[CH3:30][O:31][C:32]1C=[C:36]([O:38][CH3:39])[C:35](B(O)O)=[CH:34][N:33]=1.BrC1[N:48](C(C)C)C2C(C3C=CC(Cl)=CC=3)N(C3C=C(Cl)C=CC=3C)C(=O)C=2C=1.COC1C(B2OC(C)(C)C(C)(C)O2)=CN=C(N)N=1.